This data is from Forward reaction prediction with 1.9M reactions from USPTO patents (1976-2016). The task is: Predict the product of the given reaction. (1) The product is: [ClH:44].[ClH:44].[CH2:36]([NH:43][C:23]([C@@H:22]1[CH2:21][N:20]2[CH2:26][CH2:27][CH2:28][C@@H:19]2[CH2:18][N:17]1[C:15](=[O:16])[C@H:14]([CH:29]1[CH2:34][CH2:33][CH2:32][CH2:31][CH2:30]1)[NH:13][C:11](=[O:12])[C@H:9]([CH3:10])[NH:8][CH3:35])=[O:24])[C:37]1[CH:42]=[CH:41][CH:40]=[CH:39][CH:38]=1. Given the reactants C(OC([N:8]([CH3:35])[C@H:9]([C:11]([NH:13][C@@H:14]([CH:29]1[CH2:34][CH2:33][CH2:32][CH2:31][CH2:30]1)[C:15]([N:17]1[C@H:22]([C:23](O)=[O:24])[CH2:21][N:20]2[CH2:26][CH2:27][CH2:28][C@@H:19]2[CH2:18]1)=[O:16])=[O:12])[CH3:10])=O)(C)(C)C.[CH2:36]([NH2:43])[C:37]1[CH:42]=[CH:41][CH:40]=[CH:39][CH:38]=1.[Cl-:44].COC1N=C(OC)N=C([N+]2(C)CCOCC2)N=1.CN1CCOCC1.C(OCC)(=O)C.Cl, predict the reaction product. (2) Given the reactants [CH3:1][O:2][CH:3]([C:13]1[CH:18]=[CH:17][CH:16]=[CH:15][CH:14]=1)[C:4]([CH:6]1[C:11](=O)[CH2:10][CH2:9][O:8][CH2:7]1)=O.[CH3:19][C:20]1[N:21]([C:25]2[CH:30]=[CH:29][C:28]([NH:31][C:32]([NH2:34])=[NH:33])=[CH:27][CH:26]=2)[CH:22]=[CH:23][N:24]=1.C(=O)([O-])[O-].[K+].[K+].C(Cl)Cl, predict the reaction product. The product is: [CH3:1][O:2][CH:3]([C:13]1[CH:18]=[CH:17][CH:16]=[CH:15][CH:14]=1)[C:4]1[C:6]2[CH2:7][O:8][CH2:9][CH2:10][C:11]=2[N:34]=[C:32]([NH:31][C:28]2[CH:29]=[CH:30][C:25]([N:21]3[CH:22]=[CH:23][N:24]=[C:20]3[CH3:19])=[CH:26][CH:27]=2)[N:33]=1. (3) Given the reactants [Cl:1][C:2]1[C:3]([F:45])=[C:4]([CH:42]=[CH:43][CH:44]=1)[CH2:5][NH:6][C:7]([C@@H:9]1[CH2:13][C@@H:12]([F:14])[CH2:11][N:10]1[C:15](=[O:41])[CH2:16][N:17]1[C:25]2[C:20](=[CH:21][CH:22]=[C:23]([CH2:26][O:27][Si](C(C)C)(C(C)C)C(C)C)[CH:24]=2)[C:19]([C:38](=[O:40])[CH3:39])=[CH:18]1)=[O:8].CCCC[N+](CCCC)(CCCC)CCCC.[F-], predict the reaction product. The product is: [Cl:1][C:2]1[C:3]([F:45])=[C:4]([CH:42]=[CH:43][CH:44]=1)[CH2:5][NH:6][C:7]([C@@H:9]1[CH2:13][C@@H:12]([F:14])[CH2:11][N:10]1[C:15](=[O:41])[CH2:16][N:17]1[C:25]2[C:20](=[CH:21][CH:22]=[C:23]([CH2:26][OH:27])[CH:24]=2)[C:19]([C:38](=[O:40])[CH3:39])=[CH:18]1)=[O:8]. (4) Given the reactants S1C2C=CC=CC=2NC1=[O:10].[Cl:11][CH:12]([CH3:24])[CH2:13][C:14]1[CH:23]=[CH:22][C:17]2[NH:18][C:19](=[O:21])[S:20][C:16]=2[CH:15]=1.[F:25][C:26]([F:40])([F:39])[C:27]1[CH:28]=[C:29]([N:33]2[CH2:38][CH2:37][NH:36][CH2:35][CH2:34]2)[CH:30]=[CH:31][CH:32]=1.C(N(CC)CC)C, predict the reaction product. The product is: [Cl:11][CH:12]([CH3:24])[CH2:13][C:14]1[CH:23]=[CH:22][C:17]2[NH:18][C:19](=[O:21])[S:20][C:16]=2[CH:15]=1.[ClH:11].[F:40][C:26]([F:25])([F:39])[C:27]1[CH:28]=[C:29]([N:33]2[CH2:38][CH2:37][N:36]([CH:12]([CH3:24])[C:13]([C:14]3[CH:23]=[CH:22][C:17]4[NH:18][C:19](=[O:21])[S:20][C:16]=4[CH:15]=3)=[O:10])[CH2:35][CH2:34]2)[CH:30]=[CH:31][CH:32]=1.